From a dataset of Forward reaction prediction with 1.9M reactions from USPTO patents (1976-2016). Predict the product of the given reaction. (1) Given the reactants [S:1]1[C:5]2[CH:6]=[C:7]([NH:10][C:11]3[N:16]=[CH:15][C:14]([C:17]4[S:18][C:19]([CH3:25])=[C:20]([C:22]([OH:24])=[O:23])[N:21]=4)=[C:13]([NH:26][CH:27]([CH3:29])[CH3:28])[CH:12]=3)[CH:8]=[CH:9][C:4]=2[N:3]=[CH:2]1.CN.CN(C(ON1N=N[C:42]2C=CC=N[C:41]1=2)=[N+](C)C)C.F[P-](F)(F)(F)(F)F.CCN(C(C)C)C(C)C, predict the reaction product. The product is: [S:1]1[C:5]2[CH:6]=[C:7]([NH:10][C:11]3[N:16]=[CH:15][C:14]([C:17]4[S:18][C:19]([CH3:25])=[C:20]([C:22]([O:24][CH2:41][CH3:42])=[O:23])[N:21]=4)=[C:13]([NH:26][CH:27]([CH3:29])[CH3:28])[CH:12]=3)[CH:8]=[CH:9][C:4]=2[N:3]=[CH:2]1. (2) The product is: [CH:1]1([C:6]2[CH:15]=[CH:14][C:9]([CH2:10][OH:11])=[CH:8][C:7]=2[C:16]([F:17])([F:18])[F:19])[CH2:2][CH2:3][CH2:4][CH2:5]1. Given the reactants [CH:1]1([C:6]2[CH:15]=[CH:14][C:9]([C:10](OC)=[O:11])=[CH:8][C:7]=2[C:16]([F:19])([F:18])[F:17])[CH2:5][CH2:4][CH2:3][CH2:2]1.[BH4-].[Li+], predict the reaction product.